From a dataset of Reaction yield outcomes from USPTO patents with 853,638 reactions. Predict the reaction yield, written as a fraction of the theoretical maximum amount of product (1.0 means a 100% yield; for example, 0.34 means a 34% yield). (1) The reactants are [CH3:1][C:2]1[N:7]([C:8]2[CH:13]=[CH:12][CH:11]=[C:10]([C:14]([F:17])([F:16])[F:15])[CH:9]=2)[C:6](=[O:18])[C:5]([C:19]([NH:21][CH2:22][C:23]2[CH:28]=[CH:27][C:26]([S:29]([CH3:32])(=[O:31])=[O:30])=[CH:25][CH:24]=2)=[O:20])=[CH:4][C:3]=1[CH:33]=[CH2:34].[Br:35]N1C(=O)CCC1=O.C(OO[C:53](=[O:60])C1C=CC=CC=1)(=O)C1C=CC=CC=1. The catalyst is CO. The product is [Br:35][CH2:34][CH:33]([C:3]1[CH:4]=[C:5]([C:19]([NH:21][CH2:22][C:23]2[CH:24]=[CH:25][C:26]([S:29]([CH3:32])(=[O:31])=[O:30])=[CH:27][CH:28]=2)=[O:20])[C:6](=[O:18])[N:7]([C:8]2[CH:13]=[CH:12][CH:11]=[C:10]([C:14]([F:17])([F:15])[F:16])[CH:9]=2)[C:2]=1[CH3:1])[O:60][CH3:53]. The yield is 0.520. (2) The reactants are [F:1][C:2]([F:19])([F:18])[C:3]1[CH:8]=[CH:7][CH:6]=[CH:5][C:4]=1[C:9]1[CH:14]=[CH:13][CH:12]=[C:11]([C:15](=[O:17])[CH3:16])[CH:10]=1.CO[CH:22](OC)[N:23]([CH3:25])[CH3:24]. The catalyst is CN(C=O)C. The product is [CH3:22][N:23]([CH3:25])[CH:24]=[CH:16][C:15]([C:11]1[CH:10]=[C:9]([C:4]2[CH:5]=[CH:6][CH:7]=[CH:8][C:3]=2[C:2]([F:18])([F:19])[F:1])[CH:14]=[CH:13][CH:12]=1)=[O:17]. The yield is 0.950. (3) The reactants are [H-].[Na+].[CH2:3]([O:10][C:11]1[CH:20]=[C:19]2[C:14]([C:15](=[O:21])[NH:16][CH:17]=[N:18]2)=[CH:13][C:12]=1[O:22][CH3:23])[C:4]1[CH:9]=[CH:8][CH:7]=[CH:6][CH:5]=1.[C:24]([O:30][CH2:31]Cl)(=[O:29])[C:25]([CH3:28])([CH3:27])[CH3:26].Cl. The catalyst is CN(C=O)C.C(OCC)(=O)C. The product is [CH2:3]([O:10][C:11]1[CH:20]=[C:19]2[C:14]([C:15](=[O:21])[N:16]([CH2:31][O:30][C:24](=[O:29])[C:25]([CH3:28])([CH3:27])[CH3:26])[CH:17]=[N:18]2)=[CH:13][C:12]=1[O:22][CH3:23])[C:4]1[CH:5]=[CH:6][CH:7]=[CH:8][CH:9]=1. The yield is 0.840.